This data is from Forward reaction prediction with 1.9M reactions from USPTO patents (1976-2016). The task is: Predict the product of the given reaction. (1) The product is: [NH2:12][C:10]1[S:11][C:7]([C:5]2[CH:4]=[CH:3][N:36]=[C:34]([NH:33][C:29]3[CH:30]=[CH:31][CH:32]=[C:27]([S:24]([CH3:23])(=[O:25])=[O:26])[CH:28]=3)[N:35]=2)=[C:8]([CH3:17])[N:9]=1. Given the reactants CN(C)[CH:3]=[CH:4][C:5]([C:7]1[S:11][C:10]([N:12]=CN(C)C)=[N:9][C:8]=1[CH3:17])=O.[N+]([O-])(O)=O.[CH3:23][S:24]([C:27]1[CH:28]=[C:29]([NH:33][C:34]([NH2:36])=[NH:35])[CH:30]=[CH:31][CH:32]=1)(=[O:26])=[O:25], predict the reaction product. (2) Given the reactants Br[CH2:2][CH2:3][CH2:4][O:5][CH2:6][C:7]1[CH:12]=[CH:11][CH:10]=[CH:9][CH:8]=1.Cl.O.[NH:15]1[CH2:20][CH2:19][C:18](=[O:21])[CH2:17][CH2:16]1.C(=O)([O-])[O-].[K+].[K+].[I-].[K+], predict the reaction product. The product is: [CH2:6]([O:5][CH2:4][CH2:3][CH2:2][N:15]1[CH2:20][CH2:19][C:18](=[O:21])[CH2:17][CH2:16]1)[C:7]1[CH:12]=[CH:11][CH:10]=[CH:9][CH:8]=1. (3) Given the reactants BrCC(Br)=O.[Br:6][CH2:7][C:8]([NH:10][C:11]1[CH:16]=[CH:15][CH:14]=[C:13]([C:17]([F:20])([F:19])[F:18])[CH:12]=1)=[O:9].FC(F)(F)C1C=C(C=CC=1)N.C(N(CC)CC)C, predict the reaction product. The product is: [Br:6][CH2:7][C:8]([NH:10][C:11]1[CH:16]=[CH:15][CH:14]=[C:13]([C:17]([F:18])([F:19])[F:20])[CH:12]=1)=[O:9]. (4) Given the reactants C(N(C(C)C)CC)(C)C.O1C[CH2:14][N:13]([C:16]2[CH:17]=[C:18]([CH:22]=[CH:23][CH:24]=2)[C:19]([OH:21])=O)[CH2:12]C1.[NH2:25][C:26]1[CH:27]=[CH:28][C:29]([CH3:45])=[C:30]([NH:32][C:33]([C:35]2[CH:36]=[C:37]3[C:42](=[CH:43][CH:44]=2)[N:41]=[CH:40][CH:39]=[CH:38]3)=[O:34])[CH:31]=1.CN(C=O)C, predict the reaction product. The product is: [CH3:14][N:13]([CH3:12])[C:16]1[CH:17]=[C:18]([CH:22]=[CH:23][CH:24]=1)[C:19]([NH:25][C:26]1[CH:27]=[CH:28][C:29]([CH3:45])=[C:30]([NH:32][C:33]([C:35]2[CH:36]=[C:37]3[C:42](=[CH:43][CH:44]=2)[N:41]=[CH:40][CH:39]=[CH:38]3)=[O:34])[CH:31]=1)=[O:21]. (5) The product is: [NH:1]([C:15]([O:17][C:18]([CH3:21])([CH3:20])[CH3:19])=[O:16])[C@H:2]([C:4]([NH:6][C@H:7]([C:11]([OH:13])=[O:12])[CH:8]([CH3:10])[CH3:9])=[O:5])[CH3:3]. Given the reactants [NH:1]([C:15]([O:17][C:18]([CH3:21])([CH3:20])[CH3:19])=[O:16])[C@H:2]([C:4]([NH:6][C@H:7]([C:11]([O:13]C)=[O:12])[CH:8]([CH3:10])[CH3:9])=[O:5])[CH3:3].[OH-].[Na+], predict the reaction product. (6) Given the reactants Cl[C:2]1[CH:9]=[C:8]([O:10][CH2:11][O:12][CH2:13][CH2:14][Si:15]([CH3:18])([CH3:17])[CH3:16])[CH:7]=[CH:6][C:3]=1[C:4]#[N:5].C([O-])(O)=O.[Na+].[ClH:24].[NH2:25][OH:26], predict the reaction product. The product is: [Cl:24][C:6]1[CH:7]=[C:8]([O:10][CH2:11][O:12][CH2:13][CH2:14][Si:15]([CH3:16])([CH3:17])[CH3:18])[CH:9]=[CH:2][C:3]=1[C:4](=[NH:5])[NH:25][OH:26]. (7) Given the reactants [CH3:1][O:2][C:3]1[CH:4]=[C:5]2[C:10](=[CH:11][C:12]=1[O:13][CH3:14])[N:9]=[CH:8][N:7]=[C:6]2[NH:15][C:16]1[CH:21]=[CH:20][C:19]([NH2:22])=[CH:18][C:17]=1[F:23].CCN(C(C)C)C(C)C.[O:33]=[C:34]1[N:38]([C:39]2[CH:44]=[CH:43][CH:42]=[CH:41][CH:40]=2)[CH2:37][CH2:36][N:35]1[C:45](Cl)=[O:46].CCOC(C)=O, predict the reaction product. The product is: [CH3:1][O:2][C:3]1[CH:4]=[C:5]2[C:10](=[CH:11][C:12]=1[O:13][CH3:14])[N:9]=[CH:8][N:7]=[C:6]2[NH:15][C:16]1[CH:21]=[CH:20][C:19]([NH:22][C:45]([N:35]2[CH2:36][CH2:37][N:38]([C:39]3[CH:44]=[CH:43][CH:42]=[CH:41][CH:40]=3)[C:34]2=[O:33])=[O:46])=[CH:18][C:17]=1[F:23]. (8) Given the reactants [C:1]([C:4]1[C:12]2[C:7](=[CH:8][CH:9]=[C:10]([O:13][CH2:14][C:15]3N=CC=[CH:17][N:16]=3)[CH:11]=2)[N:6]([CH2:21][C:22]([OH:24])=[O:23])[N:5]=1)(=[O:3])[CH3:2].ClCC1N=[CH:29][S:30]C=1.ClCC1N=CC=CN=1, predict the reaction product. The product is: [C:1]([C:4]1[C:12]2[C:7](=[CH:8][CH:9]=[C:10]([O:13][CH2:14][C:15]3[N:16]=[CH:17][S:30][CH:29]=3)[CH:11]=2)[N:6]([CH2:21][C:22]([OH:24])=[O:23])[N:5]=1)(=[O:3])[CH3:2]. (9) Given the reactants [OH:1][C:2]([CH3:29])([CH3:28])[CH2:3][CH2:4][NH:5][C:6]([C:8]1[C:12]([NH:13][C:14]([C:16]2[CH:21]=[CH:20][CH:19]=[CH:18][N:17]=2)=[O:15])=[CH:11][N:10](C2CCCCO2)[N:9]=1)=[O:7].O.C1(C)C=CC(S(O)(=O)=O)=CC=1.C(=O)([O-])O.[Na+], predict the reaction product. The product is: [OH:1][C:2]([CH3:29])([CH3:28])[CH2:3][CH2:4][NH:5][C:6]([C:8]1[C:12]([NH:13][C:14]([C:16]2[CH:21]=[CH:20][CH:19]=[CH:18][N:17]=2)=[O:15])=[CH:11][NH:10][N:9]=1)=[O:7]. (10) Given the reactants [F:1][C:2]([F:24])([F:23])[O:3][C:4]1[CH:5]=[C:6]([C:10]2[C:14]3[CH:15]=[C:16]([C:19](OC)=[O:20])[CH:17]=[CH:18][C:13]=3[O:12][CH:11]=2)[CH:7]=[CH:8][CH:9]=1.O.[NH2:26][NH2:27], predict the reaction product. The product is: [F:1][C:2]([F:24])([F:23])[O:3][C:4]1[CH:5]=[C:6]([C:10]2[C:14]3[CH:15]=[C:16]([C:19]([NH:26][NH2:27])=[O:20])[CH:17]=[CH:18][C:13]=3[O:12][CH:11]=2)[CH:7]=[CH:8][CH:9]=1.